This data is from Forward reaction prediction with 1.9M reactions from USPTO patents (1976-2016). The task is: Predict the product of the given reaction. (1) Given the reactants [CH:1]([O:4][C:5]1[CH:10]=[C:9]([C:11](SC)=[NH:12])[CH:8]=[C:7]([C:15]([F:18])([F:17])[F:16])[N:6]=1)([CH3:3])[CH3:2].[CH:19]([NH:21]N)=O.C[N:24](C=O)C, predict the reaction product. The product is: [CH:1]([O:4][C:5]1[CH:10]=[C:9]([C:11]2[N:21]=[CH:19][NH:24][N:12]=2)[CH:8]=[C:7]([C:15]([F:18])([F:17])[F:16])[N:6]=1)([CH3:3])[CH3:2]. (2) Given the reactants [ClH:1].Cl.[C:3]([CH2:11][CH2:12][N:13]1[CH2:18][CH2:17][NH:16][CH2:15][CH2:14]1)(=[O:10])[C:4]1[CH:9]=[CH:8][CH:7]=[CH:6][CH:5]=1.[NH:19]([C:23]1[CH:30]=[CH:29][C:26]([CH2:27][Cl:28])=[CH:25][CH:24]=1)[C:20]([CH3:22])=[O:21].C([O-])([O-])=O.[K+].[K+], predict the reaction product. The product is: [ClH:28].[ClH:1].[C:20]([NH:19][C:23]1[CH:30]=[CH:29][C:26]([CH2:27][N:16]2[CH2:15][CH2:14][N:13]([CH2:12][CH2:11][C:3](=[O:10])[C:4]3[CH:9]=[CH:8][CH:7]=[CH:6][CH:5]=3)[CH2:18][CH2:17]2)=[CH:25][CH:24]=1)(=[O:21])[CH3:22]. (3) Given the reactants [NH2:1][C:2]1[CH:11]=[CH:10][C:5]([C:6]([O:8][CH3:9])=[O:7])=[C:4](Cl)[C:3]=1[C:13]#[C:14][Si:15]([CH3:18])([CH3:17])[CH3:16].NC1C=CC([C:24](OC)=[O:25])=C(Cl)C=1I.N[C:33]1C(I)=CC(C(OC)=O)=C(Cl)C=1, predict the reaction product. The product is: [NH2:1][C:2]1[C:11]([O:25][CH3:24])=[CH:10][C:5]([C:6]([O:8][CH3:9])=[O:7])=[C:4]([CH3:33])[C:3]=1[C:13]#[C:14][Si:15]([CH3:18])([CH3:17])[CH3:16]. (4) Given the reactants [Cl:1][C:2]1[C:15]([C:16]2[CH:21]=[CH:20][CH:19]=[CH:18][CH:17]=2)=[C:14](Cl)[N:5]2[N:6]=[C:7]3[C:12]([CH:11]=[C:10]([F:13])[CH:9]=[CH:8]3)=[C:4]2[N:3]=1.[CH3:23][NH2:24], predict the reaction product. The product is: [Cl:1][C:2]1[C:15]([C:16]2[CH:21]=[CH:20][CH:19]=[CH:18][CH:17]=2)=[C:14]([CH2:23][NH2:24])[N:5]2[N:6]=[C:7]3[C:12]([CH:11]=[C:10]([F:13])[CH:9]=[CH:8]3)=[C:4]2[N:3]=1. (5) Given the reactants CS(Cl)(=O)=O.O[CH2:7][C:8]([NH:11][S:12]([C:15]1[CH:20]=[CH:19][C:18]([N+:21]([O-:23])=[O:22])=[CH:17][CH:16]=1)(=[O:14])=[O:13])([CH3:10])[CH3:9].C(N(CC)CC)C, predict the reaction product. The product is: [CH3:7][C:8]1([CH3:10])[CH2:9][N:11]1[S:12]([C:15]1[CH:20]=[CH:19][C:18]([N+:21]([O-:23])=[O:22])=[CH:17][CH:16]=1)(=[O:14])=[O:13].